From a dataset of Full USPTO retrosynthesis dataset with 1.9M reactions from patents (1976-2016). Predict the reactants needed to synthesize the given product. (1) Given the product [CH3:16][C:13]([NH:12][C:2]1[CH:7]=[CH:6][C:5]([N+:8]([O-:10])=[O:9])=[C:4]([OH:20])[CH:3]=1)([CH3:17])[CH2:14][OH:15], predict the reactants needed to synthesize it. The reactants are: F[C:2]1[CH:7]=[CH:6][C:5]([N+:8]([O-:10])=[O:9])=[C:4](C)[CH:3]=1.[NH2:12][C:13]([CH3:17])([CH3:16])[CH2:14][OH:15].CC[O:20]C(C)=O. (2) Given the product [CH3:10][C:4]1[CH:3]=[C:2]([C:16]2[CH:17]=[CH:18][C:13]([C:12]([F:23])([F:22])[F:11])=[CH:14][CH:15]=2)[CH:7]=[CH:6][C:5]=1[CH2:8][OH:9], predict the reactants needed to synthesize it. The reactants are: Br[C:2]1[CH:7]=[CH:6][C:5]([CH2:8][OH:9])=[C:4]([CH3:10])[CH:3]=1.[F:11][C:12]([F:23])([F:22])[C:13]1[CH:18]=[CH:17][C:16](B(O)O)=[CH:15][CH:14]=1. (3) Given the product [Br:37][C:38]1[C:43](=[O:44])[N:42]2[C:45]3([NH:51][C:52](=[O:53])[C:41]2=[C:40]([Cl:54])[CH:39]=1)[CH2:50][CH2:49][CH2:48][N:47]([C:57]([O:59][C:60]([CH3:63])([CH3:62])[CH3:61])=[O:58])[CH2:46]3, predict the reactants needed to synthesize it. The reactants are: CC1(C)N2C(=O)C(N3C4N=CN=CC=4C=C3)=CC=C2C(=O)N1.Cl.N[C@H]1CCC[C@@H](O)C1.S(=O)(=O)(O)O.[Br:37][C:38]1[C:43](=[O:44])[N:42]2[C:45]3([NH:51][C:52](=[O:53])[C:41]2=[C:40]([Cl:54])[CH:39]=1)[CH2:50][CH2:49][CH2:48][NH:47][CH2:46]3.[OH-].[Na+].[C:57](O[C:57]([O:59][C:60]([CH3:63])([CH3:62])[CH3:61])=[O:58])([O:59][C:60]([CH3:63])([CH3:62])[CH3:61])=[O:58]. (4) Given the product [CH2:32]([N:29]1[C:24]2=[N:25][C:26]([CH2:27][CH3:28])=[C:21]([CH2:20][NH:19][C:17]([C:14]3[CH:15]=[CH:16][C:11]([CH2:10][CH2:9][CH2:8][CH2:7][O:6][CH2:5][CH2:4][CH2:3][CH2:2][N:53]4[CH2:58][CH2:57][O:56][CH2:55][CH2:54]4)=[CH:12][CH:13]=3)=[O:18])[C:22]([NH:34][CH:35]3[CH2:40][CH2:39][N:38]([C:41]([NH2:43])=[O:42])[CH2:37][CH2:36]3)=[C:23]2[CH:31]=[N:30]1)[CH3:33], predict the reactants needed to synthesize it. The reactants are: Br[CH2:2][CH2:3][CH2:4][CH2:5][O:6][CH2:7][CH2:8][CH2:9][CH2:10][C:11]1[CH:16]=[CH:15][C:14]([C:17]([NH:19][CH2:20][C:21]2[C:22]([NH:34][CH:35]3[CH2:40][CH2:39][N:38]([C:41]([NH2:43])=[O:42])[CH2:37][CH2:36]3)=[C:23]3[CH:31]=[N:30][N:29]([CH2:32][CH3:33])[C:24]3=[N:25][C:26]=2[CH2:27][CH3:28])=[O:18])=[CH:13][CH:12]=1.C(N(CC)C(C)C)(C)C.[NH:53]1[CH2:58][CH2:57][O:56][CH2:55][CH2:54]1.